From a dataset of Forward reaction prediction with 1.9M reactions from USPTO patents (1976-2016). Predict the product of the given reaction. (1) Given the reactants [CH3:1][O:2][C:3]([C:5]1[S:6][C:7](Br)=[CH:8][C:9]=1N(C(CO)CO)C([C@H]1CC[C@H](C)CC1)=O)=[O:4].C=O.C([O-])(O)=O.[Na+], predict the reaction product. The product is: [CH3:1][O:2][C:3]([C:5]1[S:6][CH:7]=[CH:8][CH:9]=1)=[O:4]. (2) Given the reactants [NH2:1][C:2]1[CH:7]=[CH:6][C:5]([C@H:8]2[CH2:13][CH2:12][C@H:11]([CH2:14][NH:15][C:16](=[O:22])[O:17][C:18]([CH3:21])([CH3:20])[CH3:19])[CH2:10][CH2:9]2)=[CH:4][CH:3]=1.Cl[C:24](=[O:29])[C:25]([O:27][CH3:28])=[O:26].N1(C2C=CC(NC(=O)C(OC)=O)=CC=2)CCOCC1, predict the reaction product. The product is: [C:18]([O:17][C:16]([NH:15][CH2:14][C@H:11]1[CH2:10][CH2:9][C@H:8]([C:5]2[CH:4]=[CH:3][C:2]([NH:1][C:24](=[O:29])[C:25]([O:27][CH3:28])=[O:26])=[CH:7][CH:6]=2)[CH2:13][CH2:12]1)=[O:22])([CH3:19])([CH3:21])[CH3:20]. (3) Given the reactants [CH2:1]([CH2:3][NH2:4])[OH:2].[H-].[Na+].[NH2:7][C:8]1[CH:15]=[CH:14][CH:13]=[C:12](F)[C:9]=1[C:10]#[N:11].[O:17]1CCOCC1, predict the reaction product. The product is: [NH2:7][C:8]1[CH:15]=[CH:14][CH:13]=[C:12]([O:2][CH2:1][CH2:3][NH2:4])[C:9]=1[C:10]([NH2:11])=[O:17]. (4) Given the reactants [Cl:1][C:2]1[CH:8]=[CH:7][CH:6]=[CH:5][C:3]=1[NH2:4].[F:9][C:10]1[N:25]=[CH:24][CH:23]=[CH:22][C:11]=1[C:12](NC1C=CC=CC=1C)=[O:13], predict the reaction product. The product is: [Cl:1][C:2]1[CH:8]=[CH:7][CH:6]=[CH:5][C:3]=1[NH:4][C:12](=[O:13])[C:11]1[CH:22]=[CH:23][CH:24]=[N:25][C:10]=1[F:9]. (5) Given the reactants [CH:1]1([N:6]2[CH2:12][C:11]3([CH2:14][CH2:13]3)[C:10](=[O:15])[N:9]([CH3:16])[C:8]3[CH:17]=[N:18][C:19]([NH:21][C:22]4[CH:30]=[CH:29][C:25]([C:26](O)=[O:27])=[CH:24][C:23]=4[O:31][CH3:32])=[N:20][C:7]2=3)[CH2:5][CH2:4][CH2:3][CH2:2]1.CCN(C(C)C)C(C)C.CN(C(ON1N=NC2C=CC=CC1=2)=[N+](C)C)C.[B-](F)(F)(F)F.[CH:64]1([CH2:67][N:68]2[CH2:74][CH2:73][CH2:72][N:71]([CH:75]3[CH2:80][CH2:79][CH:78]([NH2:81])[CH2:77][CH2:76]3)[CH2:70][CH2:69]2)[CH2:66][CH2:65]1, predict the reaction product. The product is: [CH:1]1([N:6]2[CH2:12][C:11]3([CH2:14][CH2:13]3)[C:10](=[O:15])[N:9]([CH3:16])[C:8]3[CH:17]=[N:18][C:19]([NH:21][C:22]4[CH:30]=[CH:29][C:25]([C:26]([NH:81][CH:78]5[CH2:77][CH2:76][CH:75]([N:71]6[CH2:72][CH2:73][CH2:74][N:68]([CH2:67][CH:64]7[CH2:65][CH2:66]7)[CH2:69][CH2:70]6)[CH2:80][CH2:79]5)=[O:27])=[CH:24][C:23]=4[O:31][CH3:32])=[N:20][C:7]2=3)[CH2:5][CH2:4][CH2:3][CH2:2]1. (6) Given the reactants C(N(CC)CC)C.[F:8][C:9]1[C:14]([F:15])=[CH:13][CH:12]=[CH:11][C:10]=1[C@H:16]1[CH2:22][NH:21][C:20](=[N:23][NH2:24])[C@H:19]([NH:25][C:26](=[O:32])[O:27][C:28]([CH3:31])([CH3:30])[CH3:29])[CH2:18][CH2:17]1.[F:33][C:34]([F:40])([F:39])[CH2:35][C:36](O)=O.C(Cl)CCl.ON1C2N=CC=CC=2N=N1.C([O-])(O)=O.[Na+], predict the reaction product. The product is: [F:8][C:9]1[C:14]([F:15])=[CH:13][CH:12]=[CH:11][C:10]=1[C@H:16]1[CH2:22][N:21]2[C:36]([CH2:35][C:34]([F:40])([F:39])[F:33])=[N:24][N:23]=[C:20]2[C@H:19]([NH:25][C:26](=[O:32])[O:27][C:28]([CH3:29])([CH3:31])[CH3:30])[CH2:18][CH2:17]1. (7) Given the reactants [CH3:1][O:2][C:3]1[CH:4]=[C:5]2[C:9](=[CH:10][CH:11]=1)[CH:8]([OH:12])[CH:7]([CH2:13][CH2:14][N:15]1[CH2:19][CH2:18][CH2:17][CH2:16]1)[CH2:6]2.C1(C(C2C=CC=CC=2)=O)C=CC=CC=1.CC([O-])(C)C.[K+], predict the reaction product. The product is: [CH3:1][O:2][C:3]1[CH:4]=[C:5]2[C:9](=[CH:10][CH:11]=1)[C:8](=[O:12])[CH:7]([CH2:13][CH2:14][N:15]1[CH2:19][CH2:18][CH2:17][CH2:16]1)[CH2:6]2. (8) Given the reactants [CH:1]1([NH2:4])[CH2:3][CH2:2]1.[F:5][C:6]1[CH:7]=[CH:8][C:9]([C:12]2[CH:16]=[CH:15][N:14]([CH2:17][CH:18]=O)[N:13]=2)=[N:10][CH:11]=1.C(O[BH-](OC(=O)C)OC(=O)C)(=O)C.[Na+].C([O-])(O)=O.[Na+], predict the reaction product. The product is: [F:5][C:6]1[CH:7]=[CH:8][C:9]([C:12]2[CH:16]=[CH:15][N:14]([CH2:17][CH2:18][NH:4][CH:1]3[CH2:3][CH2:2]3)[N:13]=2)=[N:10][CH:11]=1. (9) Given the reactants Cl[C:2]1[C:3]([CH:8]2[CH2:11][N:10]([C:12]3[CH:21]=[CH:20][C:19]4[C:14](=[CH:15][CH:16]=[CH:17][CH:18]=4)[N:13]=3)[CH2:9]2)=[N:4][CH:5]=[CH:6][N:7]=1.[F:22][C:23]1[CH:24]=[C:25](B(O)O)[CH:26]=[CH:27][C:28]=1[C:29](=[O:32])[NH:30][CH3:31].P([O-])([O-])([O-])=O.[K+].[K+].[K+].O, predict the reaction product. The product is: [F:22][C:23]1[CH:24]=[C:25]([C:2]2[C:3]([CH:8]3[CH2:11][N:10]([C:12]4[CH:21]=[CH:20][C:19]5[C:14](=[CH:15][CH:16]=[CH:17][CH:18]=5)[N:13]=4)[CH2:9]3)=[N:4][CH:5]=[CH:6][N:7]=2)[CH:26]=[CH:27][C:28]=1[C:29]([NH:30][CH3:31])=[O:32].